The task is: Predict the reactants needed to synthesize the given product.. This data is from Full USPTO retrosynthesis dataset with 1.9M reactions from patents (1976-2016). (1) Given the product [NH2:30][C@:11]1([CH2:10][CH2:9][P:4](=[O:3])([OH:6])[OH:5])[CH2:15][CH2:14][C@H:13]([C:16]2[CH:21]=[CH:20][C:19]([CH2:22][CH2:23][CH2:24][CH2:25][CH2:26][CH2:27][CH2:28][CH3:29])=[CH:18][CH:17]=2)[CH2:12]1, predict the reactants needed to synthesize it. The reactants are: C([O:3][P:4]([CH2:9][CH2:10][C@@:11]1([NH:30]C(=O)OC(C)(C)C)[CH2:15][CH2:14][C@H:13]([C:16]2[CH:21]=[CH:20][C:19]([CH2:22][CH2:23][CH2:24][CH2:25][CH2:26][CH2:27][CH2:28][CH3:29])=[CH:18][CH:17]=2)[CH2:12]1)([O:6]CC)=[O:5])C.Br[Si](C)(C)C.O.CCCCC. (2) Given the product [NH2:1][CH:4]([C:6]1[CH:11]=[CH:10][C:9]([O:12][CH3:13])=[C:8]([OH:14])[CH:7]=1)[CH3:5], predict the reactants needed to synthesize it. The reactants are: [N:1]([CH:4]([C:6]1[CH:11]=[CH:10][C:9]([O:12][CH3:13])=[C:8]([O:14]CC2C=CC=CC=2)[CH:7]=1)[CH3:5])=[N+]=[N-]. (3) Given the product [CH2:1]([O:3][C:4]([C:6]1[CH:7]=[C:8]([C:12]2[C:13]([C:18]3[CH:23]=[C:22]([Cl:24])[CH:21]=[CH:20][C:19]=3[O:25][CH2:26][CH2:27][C:28]3[CH:33]=[CH:32][CH:31]=[CH:30][CH:29]=3)=[CH:14][CH:15]=[CH:16][CH:17]=2)[CH:9]=[CH:10][CH:11]=1)=[O:5])[CH3:2], predict the reactants needed to synthesize it. The reactants are: [CH2:1]([O:3][C:4]([C:6]1[CH:7]=[C:8]([C:12]2[C:13]([C:18]3[CH:23]=[C:22]([Cl:24])[CH:21]=[CH:20][C:19]=3[OH:25])=[CH:14][CH:15]=[CH:16][CH:17]=2)[CH:9]=[CH:10][CH:11]=1)=[O:5])[CH3:2].[CH2:26](O)[CH2:27][C:28]1[CH:33]=[CH:32][CH:31]=[CH:30][CH:29]=1.C1(P(C2C=CC=CC=2)C2C=CC=CC=2)C=CC=CC=1.N(C(OC(C)C)=O)=NC(OC(C)C)=O. (4) Given the product [Cl:12][C:13]1[CH:18]=[CH:17][C:16]([C:2]2[C:3]([C:9](=[O:11])[CH3:10])=[CH:4][C:5]([F:8])=[CH:6][CH:7]=2)=[CH:15][CH:14]=1, predict the reactants needed to synthesize it. The reactants are: Br[C:2]1[CH:7]=[CH:6][C:5]([F:8])=[CH:4][C:3]=1[C:9](=[O:11])[CH3:10].[Cl:12][C:13]1[CH:18]=[CH:17][C:16](B(O)O)=[CH:15][CH:14]=1.CO.C(=O)(O)[O-].[Na+]. (5) The reactants are: C([O:5][C:6](=[O:21])[CH2:7][S:8][C:9]1[S:10][CH:11]=[C:12]([C:14]2[CH:19]=[CH:18][C:17]([Cl:20])=[CH:16][CH:15]=2)[N:13]=1)(C)(C)C.[C:22]([OH:28])([C:24]([F:27])([F:26])[F:25])=[O:23]. Given the product [F:25][C:24]([F:27])([F:26])[C:22]([OH:28])=[O:23].[Cl:20][C:17]1[CH:18]=[CH:19][C:14]([C:12]2[N:13]=[C:9]([S:8][CH2:7][C:6]([OH:21])=[O:5])[S:10][CH:11]=2)=[CH:15][CH:16]=1, predict the reactants needed to synthesize it. (6) Given the product [OH:3][CH2:4][CH2:5][O:6][NH:7][C:8]([C:10]1[N:18]([CH3:19])[C:17]2[CH:16]=[CH:15][N:14]=[N:13][C:12]=2[C:11]=1[NH:20][C:21]1[CH:26]=[CH:25][C:24]([I:27])=[CH:23][C:22]=1[F:28])=[O:9], predict the reactants needed to synthesize it. The reactants are: C([O:3][CH2:4][CH2:5][O:6][NH:7][C:8]([C:10]1[N:18]([CH3:19])[C:17]2[CH:16]=[CH:15][N:14]=[N:13][C:12]=2[C:11]=1[NH:20][C:21]1[CH:26]=[CH:25][C:24]([I:27])=[CH:23][C:22]=1[F:28])=[O:9])=C. (7) Given the product [CH:42]([O:41][C:39]([NH:38][CH2:37][C:10]1[CH:11]=[C:12]([O:15][CH2:16][CH2:17][C:18]2[N:19]=[C:20]([C:24]3[CH:25]=[CH:26][C:27]([O:30][CH:31]4[CH2:32][CH2:33][O:34][CH2:35][CH2:36]4)=[CH:28][CH:29]=3)[O:21][C:22]=2[CH3:23])[CH:13]=[CH:14][C:9]=1[CH2:8][CH2:7][C:6]([OH:45])=[O:5])=[O:40])([CH3:44])[CH3:43], predict the reactants needed to synthesize it. The reactants are: C([O:5][C:6](=[O:45])[CH2:7][CH2:8][C:9]1[CH:14]=[CH:13][C:12]([O:15][CH2:16][CH2:17][C:18]2[N:19]=[C:20]([C:24]3[CH:29]=[CH:28][C:27]([O:30][CH:31]4[CH2:36][CH2:35][O:34][CH2:33][CH2:32]4)=[CH:26][CH:25]=3)[O:21][C:22]=2[CH3:23])=[CH:11][C:10]=1[CH2:37][NH:38][C:39]([O:41][CH:42]([CH3:44])[CH3:43])=[O:40])(C)(C)C.Cl.O1CCOCC1. (8) The reactants are: [Br:1][C:2]1[C:3]([C:12]2[O:13][CH:14]=[CH:15][CH:16]=2)=[N:4][C:5]([NH2:11])=[N:6][C:7]=1S(C)=O.[CH3:17][O:18][C:19]1[CH:24]=[CH:23][C:22]([CH2:25][CH2:26][NH2:27])=[CH:21][CH:20]=1. Given the product [Br:1][C:2]1[C:7]([NH:27][CH2:26][CH2:25][C:22]2[CH:23]=[CH:24][C:19]([O:18][CH3:17])=[CH:20][CH:21]=2)=[N:6][C:5]([NH2:11])=[N:4][C:3]=1[C:12]1[O:13][CH:14]=[CH:15][CH:16]=1, predict the reactants needed to synthesize it. (9) Given the product [ClH:36].[Cl:53][C:40]1[C:41]([C:43]2[C:51]3[C:46](=[CH:47][CH:48]=[CH:49][CH:50]=3)[N:45]([CH3:52])[CH:44]=2)=[N:42][C:37]([NH:18][C:17]2[CH:19]=[CH:20][C:21]([N:23]3[CH2:28][CH2:27][CH:26]([N:29]4[CH2:30][CH2:31][N:32]([CH3:35])[CH2:33][CH2:34]4)[CH2:25][CH2:24]3)=[CH:22][C:16]=2[O:15][CH3:14])=[N:38][CH:39]=1, predict the reactants needed to synthesize it. The reactants are: FC(F)(F)CO.Cl.O1CCOCC1.[CH3:14][O:15][C:16]1[CH:22]=[C:21]([N:23]2[CH2:28][CH2:27][CH:26]([N:29]3[CH2:34][CH2:33][N:32]([CH3:35])[CH2:31][CH2:30]3)[CH2:25][CH2:24]2)[CH:20]=[CH:19][C:17]=1[NH2:18].[Cl:36][C:37]1[N:42]=[C:41]([C:43]2[C:51]3[C:46](=[CH:47][CH:48]=[CH:49][CH:50]=3)[N:45]([CH3:52])[CH:44]=2)[C:40]([Cl:53])=[CH:39][N:38]=1.